Dataset: Catalyst prediction with 721,799 reactions and 888 catalyst types from USPTO. Task: Predict which catalyst facilitates the given reaction. (1) Reactant: Cl[C:2](Cl)(Cl)[C:3]1[NH:7][C:6]2[CH:8]=[CH:9][C:10]([C:12]3[CH:17]=[CH:16][CH:15]=[CH:14][C:13]=3[O:18][C:19]([F:22])([F:21])[F:20])=[CH:11][C:5]=2[N:4]=1.[NH2:25][C:26]1([CH2:32][OH:33])[CH2:31][CH2:30][CH2:29][CH2:28][CH2:27]1.O. Product: [F:20][C:19]([F:22])([F:21])[O:18][C:13]1[CH:14]=[CH:15][CH:16]=[CH:17][C:12]=1[C:10]1[CH:9]=[CH:8][C:6]2[NH:7][C:3]([C:2]3[O:33][CH2:32][C:26]4([CH2:31][CH2:30][CH2:29][CH2:28][CH2:27]4)[N:25]=3)=[N:4][C:5]=2[CH:11]=1. The catalyst class is: 12. (2) Reactant: [N:1]([CH2:4][CH2:5][CH2:6][C:7]1[C:15]2[C:10](=[CH:11][CH:12]=[C:13]([Cl:16])[CH:14]=2)[NH:9][CH:8]=1)=[N+]=[N-].C1(P(C2C=CC=CC=2)C2C=CC=CC=2)C=CC=CC=1.O. Product: [Cl:16][C:13]1[CH:14]=[C:15]2[C:10](=[CH:11][CH:12]=1)[NH:9][CH:8]=[C:7]2[CH2:6][CH2:5][CH2:4][NH2:1]. The catalyst class is: 7. (3) Reactant: Br[C:2]1[CH:7]=[C:6]([CH3:8])[C:5]([C:9]2[C:14]([CH3:15])=[CH:13][C:12](Br)=[CH:11][C:10]=2[CH3:17])=[C:4]([CH3:18])[CH:3]=1.C([O-])([O-])=O.[K+].[K+].[C:25]1([SH:31])[CH:30]=[CH:29][CH:28]=[CH:27][CH:26]=1.O. Product: [CH3:8][C:6]1[CH:7]=[C:2]([S:31][C:25]2[CH:30]=[CH:29][CH:28]=[CH:27][CH:26]=2)[CH:3]=[C:4]([CH3:18])[C:5]=1[C:9]1[C:14]([CH3:15])=[CH:13][C:12]([S:31][C:25]2[CH:30]=[CH:29][CH:28]=[CH:27][CH:26]=2)=[CH:11][C:10]=1[CH3:17]. The catalyst class is: 3. (4) Reactant: [NH2:1][C@H:2](C(O)=O)[CH2:3][C:4]1[C:12]2[C:7](=[CH:8][CH:9]=[CH:10][CH:11]=2)[NH:6][CH:5]=1.[CH3:16]OC1C=C(C=CC=1)C=O.S(=O)(=O)(O)O. Product: [CH:16]1[C:5]2[NH:6][C:7]3[C:12](=[CH:11][CH:10]=[CH:9][CH:8]=3)[C:4]=2[CH:3]=[CH:2][N:1]=1. The catalyst class is: 10.